This data is from Catalyst prediction with 721,799 reactions and 888 catalyst types from USPTO. The task is: Predict which catalyst facilitates the given reaction. (1) Reactant: [CH3:1][C:2]([N+:14]([O-:16])=[O:15])([CH3:13])[CH2:3][CH2:4][CH:5]=[C:6]1[NH:10][C:9](=[O:11])[NH:8][C:7]1=[O:12].[OH-].[Na+].[H][H]. Product: [CH3:13][C:2]([N+:14]([O-:16])=[O:15])([CH3:1])[CH2:3][CH2:4][CH2:5][CH:6]1[NH:10][C:9](=[O:11])[NH:8][C:7]1=[O:12]. The catalyst class is: 352. (2) Reactant: S([O-])(=O)(=O)[CH3:2].[C:6](O[K])(C)([CH3:8])[CH3:7].[CH2:12]1[CH2:16][O:15][CH2:14][CH2:13]1. Product: [CH2:8]([CH:14]1[CH:13]=[CH:2][CH:12]=[CH:16][O:15]1)[CH:6]=[CH2:7]. The catalyst class is: 6. (3) Reactant: [CH3:1][NH:2][C:3]1[N:11]=[CH:10][N:9]=[C:8]2[C:4]=1[N:5]=[CH:6][N:7]2[C:12]1[CH:17]=[CH:16][C:15]([N+:18]([O-])=O)=[CH:14][CH:13]=1.[H][H]. Product: [NH2:18][C:15]1[CH:16]=[CH:17][C:12]([N:7]2[CH:6]=[N:5][C:4]3[C:8]2=[N:9][CH:10]=[N:11][C:3]=3[NH:2][CH3:1])=[CH:13][CH:14]=1. The catalyst class is: 129. (4) Product: [F:21][C@H:19]1[CH2:20][NH:15][CH2:16][C:17]([CH3:24])([CH3:23])[C@H:18]1[OH:22]. Reactant: FC(F)(F)C(O)=O.C(OC([N:15]1[CH2:20][C@H:19]([F:21])[C@H:18]([OH:22])[C:17]([CH3:24])([CH3:23])[CH2:16]1)=O)(C)(C)C. The catalyst class is: 4. (5) Reactant: [Si]([O:8][CH2:9][CH2:10][C:11]1([S:14]([NH:17][C:18]2[C:19]([NH:29][C:30]3[CH:35]=[CH:34][C:33]([I:36])=[CH:32][C:31]=3[F:37])=[C:20]([F:28])[C:21]3[O:25][N:24]=[C:23]([CH3:26])[C:22]=3[CH:27]=2)(=[O:16])=[O:15])[CH2:13][CH2:12]1)(C(C)(C)C)(C)C.Cl. Product: [OH:8][CH2:9][CH2:10][C:11]1([S:14]([NH:17][C:18]2[C:19]([NH:29][C:30]3[CH:35]=[CH:34][C:33]([I:36])=[CH:32][C:31]=3[F:37])=[C:20]([F:28])[C:21]3[O:25][N:24]=[C:23]([CH3:26])[C:22]=3[CH:27]=2)(=[O:16])=[O:15])[CH2:12][CH2:13]1. The catalyst class is: 1. (6) The catalyst class is: 84. Reactant: Br[CH2:2][CH2:3][CH2:4][N:5]1[C:14]2[C:9](=[C:10]([CH:15]3[O:19]CCO3)[CH:11]=[CH:12][CH:13]=2)[CH2:8][CH2:7][C:6]1=[O:20].[Cl:21][C:22]1[CH:27]=[CH:26][C:25]([SH:28])=[CH:24][CH:23]=1.C(=O)([O-])[O-].[K+].[K+].C(#N)C. Product: [Cl:21][C:22]1[CH:27]=[CH:26][C:25]([S:28][CH2:2][CH2:3][CH2:4][N:5]2[C:14]3[CH:13]=[CH:12][CH:11]=[C:10]([CH:15]=[O:19])[C:9]=3[CH2:8][CH2:7][C:6]2=[O:20])=[CH:24][CH:23]=1.